This data is from Full USPTO retrosynthesis dataset with 1.9M reactions from patents (1976-2016). The task is: Predict the reactants needed to synthesize the given product. (1) Given the product [Cl:36][C:20]1[N:21]([C@H:24]2[CH2:28][CH2:27][N:26]([S:65]([CH3:64])(=[O:67])=[O:66])[CH2:25]2)[C:22]2[C:18]([N:19]=1)=[C:17]([N:37]1[CH2:42][CH2:41][O:40][CH2:39][CH2:38]1)[N:16]=[C:15]([C:12]1[CH:13]=[N:14][C:9]([NH2:8])=[N:10][CH:11]=1)[N:23]=2, predict the reactants needed to synthesize it. The reactants are: C(OC([N:8](C(OC(C)(C)C)=O)[C:9]1[N:14]=[CH:13][C:12]([C:15]2[N:23]=[C:22]3[C:18]([N:19]=[C:20]([Cl:36])[N:21]3[C@H:24]3[CH2:28][CH2:27][N:26](C(OC(C)(C)C)=O)[CH2:25]3)=[C:17]([N:37]3[CH2:42][CH2:41][O:40][CH2:39][CH2:38]3)[N:16]=2)=[CH:11][N:10]=1)=O)(C)(C)C.FC(F)(F)C(O)=O.C(N(CC)CC)C.[CH3:64][S:65](Cl)(=[O:67])=[O:66]. (2) Given the product [Cl:22][C:17]1[CH:16]=[C:15]([NH:14][C:5]2[C:4]3[C:9](=[CH:10][CH:11]=[C:2]([NH:1][CH2:29][C:28]4[CH:31]=[CH:32][C:25]([C:23]#[N:24])=[CH:26][CH:27]=4)[CH:3]=3)[N:8]=[CH:7][C:6]=2[C:12]#[N:13])[CH:20]=[CH:19][C:18]=1[F:21], predict the reactants needed to synthesize it. The reactants are: [NH2:1][C:2]1[CH:3]=[C:4]2[C:9](=[CH:10][CH:11]=1)[N:8]=[CH:7][C:6]([C:12]#[N:13])=[C:5]2[NH:14][C:15]1[CH:20]=[CH:19][C:18]([F:21])=[C:17]([Cl:22])[CH:16]=1.[C:23]([C:25]1[CH:32]=[CH:31][C:28]([CH:29]=O)=[CH:27][CH:26]=1)#[N:24].[BH3-]C#N.[Na+]. (3) The reactants are: [C:1]([C:3]1[CH:4]=[C:5]([C:9]2[CH:21]=[CH:20][C:12]([C:13]([O:15]C(C)(C)C)=[O:14])=[C:11]([NH:22][C:23]3[CH:28]=[CH:27][C:26]([F:29])=[CH:25][CH:24]=3)[CH:10]=2)[CH:6]=[CH:7][CH:8]=1)#[N:2]. Given the product [C:1]([C:3]1[CH:4]=[C:5]([C:9]2[CH:21]=[CH:20][C:12]([C:13]([OH:15])=[O:14])=[C:11]([NH:22][C:23]3[CH:24]=[CH:25][C:26]([F:29])=[CH:27][CH:28]=3)[CH:10]=2)[CH:6]=[CH:7][CH:8]=1)#[N:2], predict the reactants needed to synthesize it. (4) Given the product [NH2:15][CH:13]1[CH2:14][N:10]([C:8]2[CH:7]=[CH:6][C:5]([N:19]3[CH2:25][CH2:24][CH2:23][CH2:22][O:21][C:20]3=[O:26])=[C:4]([CH3:3])[CH:9]=2)[C:11](=[O:18])[CH2:12]1.[F:30][C:29]([F:32])([F:31])[C:27]([O-:33])=[O:28], predict the reactants needed to synthesize it. The reactants are: [BH4-].[Na+].[CH3:3][C:4]1[CH:9]=[C:8]([N:10]2[CH2:14][CH:13]([N+:15]([O-])=O)[CH2:12][C:11]2=[O:18])[CH:7]=[CH:6][C:5]=1[N:19]1[CH2:25][CH2:24][CH2:23][CH2:22][O:21][C:20]1=[O:26].[C:27]([OH:33])([C:29]([F:32])([F:31])[F:30])=[O:28]. (5) Given the product [CH3:1][S:2]([N:5]1[CH2:10][CH2:9][NH:8][CH2:7][CH2:6]1)(=[O:4])=[O:3], predict the reactants needed to synthesize it. The reactants are: [CH3:1][S:2]([N:5]1[CH2:10][CH2:9][N:8](C(OC(C)(C)C)=O)[CH2:7][CH2:6]1)(=[O:4])=[O:3].C(O)(C(F)(F)F)=O.CCOCC. (6) The reactants are: [CH:1]1[C:6]([NH2:7])=[CH:5][CH:4]=[C:3]([NH2:8])[CH:2]=1.Cl[C:10]1[CH:15]=[CH:14][C:13]([N+:16]([O-])=O)=[CH:12][CH:11]=1. Given the product [NH2:7][C:6]1[CH:5]=[CH:4][C:3]([N:8]([C:3]2[CH:2]=[CH:1][C:6]([NH2:7])=[CH:5][CH:4]=2)[C:10]2[CH:15]=[CH:14][C:13]([N:16]([C:10]3[CH:15]=[CH:14][C:13]([NH2:16])=[CH:12][CH:11]=3)[C:10]3[CH:15]=[CH:14][C:13]([NH2:16])=[CH:12][CH:11]=3)=[CH:12][CH:11]=2)=[CH:2][CH:1]=1, predict the reactants needed to synthesize it. (7) Given the product [CH3:29][C:26]1([CH3:28])[C:25]([CH3:31])([CH3:30])[O:24][B:23]([C:16]2[CH:17]=[CH:18][C:19]3[C:20]4[C:21](=[CH:22][C:9]([B:4]5[O:5][C:6]([CH3:8])([CH3:7])[C:2]([CH3:1])([CH3:32])[O:3]5)=[CH:10][CH:11]=4)[C:13](=[O:48])[C:14]=3[CH:15]=2)[O:27]1, predict the reactants needed to synthesize it. The reactants are: [CH3:1][C:2]1([CH3:32])[C:6]([CH3:8])([CH3:7])[O:5][B:4]([C:9]2[CH:22]=[CH:21][C:20]3[C:19]4[C:14](=[CH:15][C:16]([B:23]5[O:27][C:26]([CH3:29])([CH3:28])[C:25]([CH3:31])([CH3:30])[O:24]5)=[CH:17][CH:18]=4)[CH2:13]C[C:11]=3[CH:10]=2)[O:3]1.BrC1C=CC2C3C(=CC(Br)=CC=3)C(=[O:48])C=2C=1.